Dataset: Experimentally validated miRNA-target interactions with 360,000+ pairs, plus equal number of negative samples. Task: Binary Classification. Given a miRNA mature sequence and a target amino acid sequence, predict their likelihood of interaction. (1) The miRNA is hsa-miR-16-5p with sequence UAGCAGCACGUAAAUAUUGGCG. The protein sequence of the target gene is MMAAGAALALALWLLMPPVEVGGAGPPPIQDGEFTFLLPAGRKQCFYQSAPANASLETEYQVIGGAGLDVDFTLESPQGVLLVSESRKADGVHTVEPTEAGDYKLCFDNSFSTISEKLVFFELIFDSLQDDEEVEGWAEAVEPEEMLDVKMEDIKESIETMRTRLERSIQMLTLLRAFEARDRNLQEGNLERVNFWSAVNVAVLLLVAVLQVCTLKRFFQDKRPVPT. Result: 1 (interaction). (2) The miRNA is hsa-miR-6727-3p with sequence UCCUGCCACCUCCUCCGCAG. The protein sequence of the target gene is MDTPLRRSRRLGGLRPESPESLTSVSRTRRALVEFESNPEETREPGSPPSVQRAGLGSPERPPKTSPGSPRLQQGAGLESPQGQPEPGAASPQRQQDLHLESPQRQPEYSPESPRCQPKPSEEAPKCSQDQGVLASELAQNKEELTPGAPQHQLPPVPGSPEPYPGQQAPGPEPSQPLLELTPRAPGSPRGQHEPSKPPPAGETVTGGFGAKKRKGSSSQAPASKKLNKEELPVIPKGKPKSGRVWKDRSKKRFSQMLQDKPLRTSWQRKMKERQERKLAKDFARHLEEEKERRRQEKKQ.... Result: 1 (interaction).